Dataset: Full USPTO retrosynthesis dataset with 1.9M reactions from patents (1976-2016). Task: Predict the reactants needed to synthesize the given product. Given the product [CH3:37][C:20]1([CH3:26])[O:25][C:24]2[CH:27]=[C:28](/[CH:31]=[CH:32]/[C:33]([N:6]([CH3:5])[CH2:7][C:8]3[NH:9][C:10]4[C:15]([C:16]=3[CH3:17])=[CH:14][CH:13]=[CH:12][CH:11]=4)=[O:35])[CH:29]=[N:30][C:23]=2[NH:22][C:21]1=[O:36], predict the reactants needed to synthesize it. The reactants are: C(Cl)CCl.[CH3:5][NH:6][CH2:7][C:8]1[NH:9][C:10]2[C:15]([C:16]=1[CH3:17])=[CH:14][CH:13]=[CH:12][CH:11]=2.Cl.C[C:20]1([CH3:37])[CH2:26][O:25][C:24]2[CH:27]=[C:28](/[CH:31]=[CH:32]/[C:33]([OH:35])=O)[CH:29]=[N:30][C:23]=2[NH:22][C:21]1=[O:36].C1C=CC2N(O)N=NC=2C=1.CCN(C(C)C)C(C)C.